From a dataset of Forward reaction prediction with 1.9M reactions from USPTO patents (1976-2016). Predict the product of the given reaction. Given the reactants C(OCC1OC1)C1OC1.OC1C=CC([C:17]([C:20]2[CH:25]=[CH:24][C:23](O)=[CH:22][CH:21]=2)(C)C)=CC=1.CC(C1C=CC(OCC2OC2)=CC=1)(C1C=CC(OCC2OC2)=CC=1)C.F[Sb-](F)(F)(F)(F)F.C([Br:66])C1C=CC=CC=1.[N:67]1[CH:72]=[CH:71][N:70]=[CH:69][CH:68]=1, predict the reaction product. The product is: [Br-:66].[CH2:17]([N+:67]1[CH:72]=[CH:71][N:70]=[CH:69][CH:68]=1)[C:20]1[CH:21]=[CH:22][CH:23]=[CH:24][CH:25]=1.